From a dataset of Catalyst prediction with 721,799 reactions and 888 catalyst types from USPTO. Predict which catalyst facilitates the given reaction. (1) Reactant: COC(C1CC(=O)[N:7](C2C=CC(O)=CC=2)[CH2:6]1)=O.FC(F)(F)OC1C=C(C=CC=1)CBr.C[O:32][C:33]([CH:35]1[CH2:39][C:38](=[O:40])[N:37]([C:41]2[CH:46]=[CH:45][C:44]([O:47][CH2:48][C:49]3[CH:54]=[CH:53][CH:52]=[C:51]([O:55][C:56]([F:59])([F:58])[F:57])[CH:50]=3)=[CH:43][CH:42]=2)[CH2:36]1)=O. Product: [CH3:6][NH2:7].[CH3:6][NH:7][C:33]([CH:35]1[CH2:39][C:38](=[O:40])[N:37]([C:41]2[CH:46]=[CH:45][C:44]([O:47][CH2:48][C:49]3[CH:54]=[CH:53][CH:52]=[C:51]([O:55][C:56]([F:59])([F:58])[F:57])[CH:50]=3)=[CH:43][CH:42]=2)[CH2:36]1)=[O:32]. The catalyst class is: 8. (2) Reactant: [NH2:1][C:2]1[CH:26]=[CH:25][C:5]([CH2:6][O:7][CH2:8][C@@H:9]2[CH2:11][C@@H:10]2[CH:12]2[CH2:17][CH2:16][N:15]([C:18]([O:20][C:21]([CH3:24])([CH3:23])[CH3:22])=[O:19])[CH2:14][CH2:13]2)=[CH:4][C:3]=1[F:27].[CH:28](OCC)(OCC)OCC.[N-:38]=[N+:39]=[N-:40].[Na+]. Product: [F:27][C:3]1[CH:4]=[C:5]([CH:25]=[CH:26][C:2]=1[N:1]1[CH:28]=[N:40][N:39]=[N:38]1)[CH2:6][O:7][CH2:8][C@@H:9]1[CH2:11][C@@H:10]1[CH:12]1[CH2:13][CH2:14][N:15]([C:18]([O:20][C:21]([CH3:24])([CH3:22])[CH3:23])=[O:19])[CH2:16][CH2:17]1. The catalyst class is: 15. (3) Reactant: C(=O)([O-])[O-].[K+].[K+].Br[CH2:8][C:9]([N:11]1[CH2:16][CH2:15][N:14]([CH2:17][CH2:18][C:19]([CH3:22])([CH3:21])[CH3:20])[CH2:13][CH2:12]1)=[O:10].[OH:23][C:24]1[CH:29]=[CH:28][C:27]([C:30]([N:32]2[CH2:41][C:40]3[CH:39]=[N:38][N:37]([CH3:42])[C:36]=3[NH:35][C:34]3[CH:43]=[CH:44][CH:45]=[CH:46][C:33]2=3)=[O:31])=[CH:26][CH:25]=1. Product: [CH3:20][C:19]([CH3:22])([CH3:21])[CH2:18][CH2:17][N:14]1[CH2:15][CH2:16][N:11]([C:9](=[O:10])[CH2:8][O:23][C:24]2[CH:29]=[CH:28][C:27]([C:30]([N:32]3[CH2:41][C:40]4[CH:39]=[N:38][N:37]([CH3:42])[C:36]=4[NH:35][C:34]4[CH:43]=[CH:44][CH:45]=[CH:46][C:33]3=4)=[O:31])=[CH:26][CH:25]=2)[CH2:12][CH2:13]1. The catalyst class is: 10. (4) Reactant: C[O:2][C:3](=[O:37])[CH:4]([O:12][C:13]1[C:22]([O:23][CH3:24])=[CH:21][C:20]2[N:19]=[CH:18][C:17]3[N:25]([CH3:36])[N:26]=[C:27]([C:28]4[CH:33]=[CH:32][C:31]([C:34]#[N:35])=[CH:30][CH:29]=4)[C:16]=3[C:15]=2[CH:14]=1)[C:5]1[CH:10]=[CH:9][C:8]([F:11])=[CH:7][CH:6]=1.[OH-].[Na+].Cl. Product: [C:34]([C:31]1[CH:32]=[CH:33][C:28]([C:27]2[C:16]3[C:15]4[CH:14]=[C:13]([O:12][CH:4]([C:5]5[CH:6]=[CH:7][C:8]([F:11])=[CH:9][CH:10]=5)[C:3]([OH:37])=[O:2])[C:22]([O:23][CH3:24])=[CH:21][C:20]=4[N:19]=[CH:18][C:17]=3[N:25]([CH3:36])[N:26]=2)=[CH:29][CH:30]=1)#[N:35]. The catalyst class is: 193. (5) Reactant: [Cl:1][C:2]1[CH:13]=[CH:12][C:5]([C:6]([O:8]C(C)C)=[O:7])=[CH:4][C:3]=1[O:14][CH:15]([CH3:17])[CH3:16].[OH-].[Na+]. Product: [Cl:1][C:2]1[CH:13]=[CH:12][C:5]([C:6]([OH:8])=[O:7])=[CH:4][C:3]=1[O:14][CH:15]([CH3:17])[CH3:16]. The catalyst class is: 24. (6) Product: [Br:19][C:20]1[C:21]([F:29])=[C:22]([C:25]([F:28])=[CH:26][CH:27]=1)/[CH:23]=[C:8]1/[C:9](=[O:12])[C:10]2[C:6]([CH2:7]/1)=[CH:5][C:4]([N:13]1[CH2:14][CH2:15][O:16][CH2:17][CH2:18]1)=[C:3]([O:2][CH3:1])[CH:11]=2. Reactant: [CH3:1][O:2][C:3]1[CH:11]=[C:10]2[C:6]([CH2:7][CH2:8][C:9]2=[O:12])=[CH:5][C:4]=1[N:13]1[CH2:18][CH2:17][O:16][CH2:15][CH2:14]1.[Br:19][C:20]1[C:21]([F:29])=[C:22]([C:25]([F:28])=[CH:26][CH:27]=1)[CH:23]=O.CC1C=CC(S(O)(=O)=O)=CC=1. The catalyst class is: 133. (7) Reactant: Br[C:2]1[C:14]2[C:13]3[C:8](=[CH:9][C:10]([C:15]([OH:18])([CH3:17])[CH3:16])=[CH:11][CH:12]=3)[NH:7][C:6]=2[C:5]([C:19]([NH2:21])=[O:20])=[CH:4][C:3]=1[Cl:22].[F:23][C:24]1[CH:25]=[CH:26][CH:27]=[C:28]2[C:33]=1[N:32]([CH3:34])[C:31](=[O:35])[N:30]([C:36]1[CH:41]=[CH:40][CH:39]=[C:38](B3OC(C)(C)C(C)(C)O3)[C:37]=1[CH3:51])[C:29]2=[O:52].[O-]P([O-])([O-])=O.[K+].[K+].[K+]. Product: [Cl:22][C:3]1[CH:4]=[C:5]([C:19]([NH2:21])=[O:20])[C:6]2[NH:7][C:8]3[C:13]([C:14]=2[C:2]=1[C:38]1[CH:39]=[CH:40][CH:41]=[C:36]([N:30]2[C:29](=[O:52])[C:28]4[C:33](=[C:24]([F:23])[CH:25]=[CH:26][CH:27]=4)[N:32]([CH3:34])[C:31]2=[O:35])[C:37]=1[CH3:51])=[CH:12][CH:11]=[C:10]([C:15]([OH:18])([CH3:17])[CH3:16])[CH:9]=3. The catalyst class is: 176. (8) Reactant: [N:1]([CH2:4][C@@H:5]([NH2:15])[CH2:6][C:7]1[CH:12]=[CH:11][C:10]([Cl:13])=[CH:9][C:8]=1[Cl:14])=[N+:2]=[N-:3].[OH:16][C@H:17]1[C:21]2[N:22]=[CH:23][N:24]=[C:25]([C:26]3[S:30][C:29]([C:31](O)=[O:32])=[CH:28][CH:27]=3)[C:20]=2[C@H:19]([CH3:34])[CH2:18]1.CCN(C(C)C)C(C)C.CN(C(ON1N=NC2C=CC=CC1=2)=[N+](C)C)C.F[P-](F)(F)(F)(F)F. Product: [N:1]([CH2:4][C@@H:5]([NH:15][C:31]([C:29]1[S:30][C:26]([C:25]2[C:20]3[C@H:19]([CH3:34])[CH2:18][C@@H:17]([OH:16])[C:21]=3[N:22]=[CH:23][N:24]=2)=[CH:27][CH:28]=1)=[O:32])[CH2:6][C:7]1[CH:12]=[CH:11][C:10]([Cl:13])=[CH:9][C:8]=1[Cl:14])=[N+:2]=[N-:3]. The catalyst class is: 59. (9) Reactant: [NH2:1][C:2]1[CH:7]=[C:6]([NH2:8])[CH:5]=[CH:4][C:3]=1[N+:9]([O-:11])=[O:10].C[Si](C)(C)[N-][Si](C)(C)C.[K+].[C:22](O[C:22]([O:24][C:25]([CH3:28])([CH3:27])[CH3:26])=[O:23])([O:24][C:25]([CH3:28])([CH3:27])[CH3:26])=[O:23].[Na+].[Cl-]. Product: [NH2:1][C:2]1[CH:7]=[C:6]([NH:8][C:22]([O:24][C:25]([CH3:28])([CH3:27])[CH3:26])=[O:23])[CH:5]=[CH:4][C:3]=1[N+:9]([O-:11])=[O:10]. The catalyst class is: 49. (10) Reactant: O.[CH3:2][C:3]1([CH3:17])[C:7]([CH3:8])=[CH:6][CH2:5][CH:4]1[CH2:9][CH:10]=[CH:11][C:12]([O:14][CH2:15][CH3:16])=[O:13].[CH2:18]([CH:20]([CH2:24][CH2:25][C:26]1[C:27]([CH3:33])([CH3:32])[CH:28]([CH3:31])[CH2:29][CH:30]=1)[C:21]([OH:23])=[O:22])[CH3:19]. Product: [CH3:17][C:3]1([CH3:2])[CH:7]([CH3:8])[CH2:6][CH2:5][CH:4]1[CH2:9][CH2:10][CH2:11][C:12]([O:14][CH2:15][CH3:16])=[O:13].[CH2:18]([CH:20]([CH2:24][CH2:25][CH:26]1[CH2:30][CH2:29][CH:28]([CH3:31])[C:27]1([CH3:32])[CH3:33])[C:21]([OH:23])=[O:22])[CH3:19]. The catalyst class is: 13.